This data is from Full USPTO retrosynthesis dataset with 1.9M reactions from patents (1976-2016). The task is: Predict the reactants needed to synthesize the given product. (1) Given the product [F:34][C:33]([F:35])([F:36])[C:32]([C:29]1[CH:28]=[CH:27][C:26]([N:12]2[CH2:13][CH2:14][N:15]([S:17]([C:20]3[S:21][CH:22]=[CH:23][CH:24]=3)(=[O:18])=[O:19])[CH2:16][C@@H:11]2[CH2:10][N:5]2[CH2:6][CH2:7][O:8][CH2:9][C@@H:4]2[CH3:3])=[CH:31][CH:30]=1)([OH:41])[C:37]([F:38])([F:40])[F:39], predict the reactants needed to synthesize it. The reactants are: Cl.Cl.[CH3:3][C@H:4]1[CH2:9][O:8][CH2:7][CH2:6][N:5]1[CH2:10][C@H:11]1[CH2:16][N:15]([S:17]([C:20]2[S:21][CH:22]=[CH:23][CH:24]=2)(=[O:19])=[O:18])[CH2:14][CH2:13][NH:12]1.Br[C:26]1[CH:31]=[CH:30][C:29]([C:32]([OH:41])([C:37]([F:40])([F:39])[F:38])[C:33]([F:36])([F:35])[F:34])=[CH:28][CH:27]=1.C1(P(C2CCCCC2)C2C=CC=CC=2C2C(OC(C)C)=CC=CC=2OC(C)C)CCCCC1.CC(C)([O-])C.[Na+]. (2) Given the product [Cl:6][C:7]1[C:8]([F:34])=[C:9]([CH:30]=[CH:31][C:32]=1[F:33])[NH:10][C:11]1[C:20]2[C:15](=[CH:16][C:17]([O:28][CH3:29])=[C:18]([O:21][CH:22]3[CH2:23][CH2:24][N:25]([C:3]([O:2][CH3:1])=[O:4])[CH2:26][CH2:27]3)[CH:19]=2)[N:14]=[CH:13][N:12]=1, predict the reactants needed to synthesize it. The reactants are: [CH3:1][O:2][C:3](Cl)=[O:4].[Cl:6][C:7]1[C:8]([F:34])=[C:9]([CH:30]=[CH:31][C:32]=1[F:33])[NH:10][C:11]1[C:20]2[C:15](=[CH:16][C:17]([O:28][CH3:29])=[C:18]([O:21][CH:22]3[CH2:27][CH2:26][NH:25][CH2:24][CH2:23]3)[CH:19]=2)[N:14]=[CH:13][N:12]=1.C(N(C(C)C)CC)(C)C. (3) Given the product [CH2:25]([NH:27][C:28]1([C:32]([NH2:34])=[O:33])[CH2:31][N:30]([C:2]2[N:3]=[N:4][C:5]([C:15]3[CH:20]=[CH:19][C:18]([C:21]([F:22])([F:23])[F:24])=[CH:17][CH:16]=3)=[C:6]([C:8]3[CH:13]=[CH:12][N:11]=[CH:10][C:9]=3[Cl:14])[N:7]=2)[CH2:29]1)[CH3:26], predict the reactants needed to synthesize it. The reactants are: Cl[C:2]1[N:3]=[N:4][C:5]([C:15]2[CH:20]=[CH:19][C:18]([C:21]([F:24])([F:23])[F:22])=[CH:17][CH:16]=2)=[C:6]([C:8]2[CH:13]=[CH:12][N:11]=[CH:10][C:9]=2[Cl:14])[N:7]=1.[CH2:25]([NH:27][C:28]1([C:32]([NH2:34])=[O:33])[CH2:31][NH:30][CH2:29]1)[CH3:26].C(=O)([O-])[O-].[K+].[K+]. (4) Given the product [CH2:12]([C@@H:14]1[N:18]([C:2]2[CH:9]=[CH:8][C:5]([C:6]#[N:7])=[C:4]([O:10][CH3:11])[CH:3]=2)[C:17](=[O:19])[C:16]([F:20])([F:21])[C@@H:15]1[OH:22])[CH3:13], predict the reactants needed to synthesize it. The reactants are: Br[C:2]1[CH:9]=[CH:8][C:5]([C:6]#[N:7])=[C:4]([O:10][CH3:11])[CH:3]=1.[CH2:12]([C@@H:14]1[NH:18][C:17](=[O:19])[C:16]([F:21])([F:20])[C@@H:15]1[OH:22])[CH3:13].C1(P(C2C=CC=CC=2)C2C3OC4C(=CC=CC=4P(C4C=CC=CC=4)C4C=CC=CC=4)C(C)(C)C=3C=CC=2)C=CC=CC=1.C(=O)([O-])[O-].[Cs+].[Cs+]. (5) Given the product [C:48]([OH:55])(=[O:54])/[CH:49]=[CH:50]/[C:51]([OH:53])=[O:52].[CH3:26][C:24]([CH3:25])([CH3:27])[CH2:23][NH:22][C:21](=[O:28])[C@H:18]([CH2:19][CH3:20])[CH2:17][C@H:16]([OH:29])[C@@H:15]([NH2:14])[CH2:30][N:31]1[CH2:36][C:35](=[O:37])[N:34]([C:38]2[CH:43]=[CH:42][CH:41]=[CH:40][C:39]=2[Cl:44])[CH2:33][C:32]1([CH3:45])[CH3:46].[NH2:82][C@@H:64]([CH2:65][N:66]1[CH2:71][C:70](=[O:72])[N:69]([C:73]2[CH:78]=[CH:77][CH:76]=[CH:75][C:74]=2[Cl:79])[CH2:68][C:67]1([CH3:80])[CH3:81])[C@@H:63]([OH:83])[CH2:62][C@@H:61]([CH2:84][CH3:85])[C:60]([NH:59][CH2:58][C:57]([CH3:56])([CH3:88])[CH3:87])=[O:86], predict the reactants needed to synthesize it. The reactants are: FC(F)(F)C(O)=O.C(OC(=O)[NH:14][C@@H:15]([CH2:30][N:31]1[CH2:36][C:35](=[O:37])[N:34]([C:38]2[CH:43]=[CH:42][CH:41]=[CH:40][C:39]=2[Cl:44])[CH2:33][C:32]1([CH3:46])[CH3:45])[C@@H:16]([OH:29])[CH2:17][C@H:18]([C:21](=[O:28])[NH:22][CH2:23][C:24]([CH3:27])([CH3:26])[CH3:25])[CH2:19][CH3:20])(C)(C)C.[C:48]([OH:55])(=[O:54])/[CH:49]=[CH:50]/[C:51]([OH:53])=[O:52].[CH3:56][C:57]([CH3:88])([CH3:87])[CH2:58][NH:59][C:60](=[O:86])[C@H:61]([CH2:84][CH3:85])[CH2:62][C@H:63]([OH:83])[C@@H:64]([NH2:82])[CH2:65][N:66]1[CH2:71][C:70](=[O:72])[N:69]([C:73]2[CH:78]=[CH:77][CH:76]=[CH:75][C:74]=2[Cl:79])[CH2:68][C:67]1([CH3:81])[CH3:80].